Dataset: Full USPTO retrosynthesis dataset with 1.9M reactions from patents (1976-2016). Task: Predict the reactants needed to synthesize the given product. (1) Given the product [F:26][C:24]([F:25])([F:27])[C:21]1[CH:20]=[CH:19][C:18]([C:8]2[CH:9]=[CH:10][C:11]([CH:13]=[O:14])=[N:12][C:7]=2[C:1]2[CH:6]=[CH:5][CH:4]=[CH:3][CH:2]=2)=[CH:23][CH:22]=1, predict the reactants needed to synthesize it. The reactants are: [C:1]1([C:7]2[N:12]=[C:11]([C:13](OCC)=[O:14])[CH:10]=[CH:9][C:8]=2[C:18]2[CH:23]=[CH:22][C:21]([C:24]([F:27])([F:26])[F:25])=[CH:20][CH:19]=2)[CH:6]=[CH:5][CH:4]=[CH:3][CH:2]=1.CC(C[AlH]CC(C)C)C. (2) Given the product [CH:1]([O-:3])=[O:2].[NH4+:7].[CH:22]1([O:21][C:8]2[N:7]=[CH:6][N:11]=[C:10]([C:12]([O:14][CH:15]3[CH2:20][CH2:19][CH2:18][CH2:17][CH2:16]3)=[O:13])[CH:9]=2)[CH2:23][CH2:24][CH2:25][CH2:26][CH2:27]1, predict the reactants needed to synthesize it. The reactants are: [CH:1]([O-:3])=[O:2].[NH4+].Cl[C:6]1[N:11]=[C:10]([C:12]([O:14][CH:15]2[CH2:20][CH2:19][CH2:18][CH2:17][CH2:16]2)=[O:13])[CH:9]=[C:8]([O:21][CH:22]2[CH2:27][CH2:26][CH2:25][CH2:24][CH2:23]2)[N:7]=1. (3) Given the product [CH3:9][C:8]([CH3:29])([Si:10]([CH3:28])([CH3:27])[O:11][CH2:12][CH2:13][CH2:14][S:15](=[O:1])[CH2:16][CH2:17][CH2:18][O:19][Si:20]([CH3:26])([CH3:25])[C:21]([CH3:22])([CH3:23])[CH3:24])[CH3:7], predict the reactants needed to synthesize it. The reactants are: [O-:1]I(=O)(=O)=O.[Na+].[CH3:7][C:8]([CH3:29])([Si:10]([CH3:28])([CH3:27])[O:11][CH2:12][CH2:13][CH2:14][S:15][CH2:16][CH2:17][CH2:18][O:19][Si:20]([CH3:26])([CH3:25])[C:21]([CH3:24])([CH3:23])[CH3:22])[CH3:9]. (4) Given the product [Cl:14][C:15]1[CH:16]=[C:17]([C:4]2([OH:9])[C:3]([C:10]([O:12][CH3:13])=[O:11])=[C:2]([CH3:1])[CH2:7][CH:6]([CH3:8])[CH2:5]2)[CH:18]=[CH:19][C:20]=1[Cl:21], predict the reactants needed to synthesize it. The reactants are: [CH3:1][C:2]1[CH2:7][CH:6]([CH3:8])[CH2:5][C:4](=[O:9])[C:3]=1[C:10]([O:12][CH3:13])=[O:11].[Cl:14][C:15]1[CH:16]=[C:17]([Mg]Br)[CH:18]=[CH:19][C:20]=1[Cl:21].[Cl-].[NH4+]. (5) Given the product [Cl:25][CH2:24][C@H:13]1[C:12]2[C:11]3[CH:26]=[CH:27][CH:28]=[CH:29][C:10]=3[C:9]([OH:8])=[CH:17][C:16]=2[N:15]([C:18](=[O:23])[C:19]([F:22])([F:20])[F:21])[CH2:14]1, predict the reactants needed to synthesize it. The reactants are: C([O:8][C:9]1[C:10]2[CH:29]=[CH:28][CH:27]=[CH:26][C:11]=2[C:12]2[C@H:13]([CH2:24][Cl:25])[CH2:14][N:15]([C:18](=[O:23])[C:19]([F:22])([F:21])[F:20])[C:16]=2[CH:17]=1)C1C=CC=CC=1.C([O-])=O.[NH4+]. (6) The reactants are: [CH3:1][O:2][C:3]([C:5]1[S:9][CH:8]=[N:7][C:6]=1[NH:10][NH2:11])=[O:4].C(N(CC)CC)C.C[O:20][C:21](=O)[N:22]=[C:23](SC)[C:24]([C:38]1[CH:48]=[C:47]([O:49][CH3:50])[C:41]2[O:42][CH2:43][CH2:44][CH2:45][O:46][C:40]=2[CH:39]=1)=[N:25][C:26]1[CH:31]=[CH:30][C:29]([C:32]2[N:36]=[C:35]([CH3:37])[O:34][N:33]=2)=[CH:28][CH:27]=1. Given the product [CH3:1][O:2][C:3]([C:5]1[S:9][CH:8]=[N:7][C:6]=1[N:10]1[C:21](=[O:20])[NH:22][C:23]([CH:24]([C:38]2[CH:48]=[C:47]([O:49][CH3:50])[C:41]3[O:42][CH2:43][CH2:44][CH2:45][O:46][C:40]=3[CH:39]=2)[NH:25][C:26]2[CH:27]=[CH:28][C:29]([C:32]3[N:36]=[C:35]([CH3:37])[O:34][N:33]=3)=[CH:30][CH:31]=2)=[N:11]1)=[O:4], predict the reactants needed to synthesize it. (7) Given the product [Cl:1][C:2]1[CH:7]=[CH:6][C:5](/[CH:8]=[CH:9]/[S:10]([C:13]2[CH:14]=[CH:15][C:16]([CH3:17])=[CH:18][CH:19]=2)(=[O:11])=[O:12])=[CH:4][CH:3]=1, predict the reactants needed to synthesize it. The reactants are: [Cl:1][C:2]1[CH:7]=[CH:6][C:5]([CH:8](I)[CH2:9][S:10]([C:13]2[CH:19]=[CH:18][C:16]([CH3:17])=[CH:15][CH:14]=2)(=[O:12])=[O:11])=[CH:4][CH:3]=1.CCN(CC)CC.